Dataset: Full USPTO retrosynthesis dataset with 1.9M reactions from patents (1976-2016). Task: Predict the reactants needed to synthesize the given product. (1) Given the product [CH3:28][CH:27]([CH3:29])[C:24]([C:22]1[CH:21]=[N:20][CH:19]=[C:18]([C:14]2[CH:15]=[N:16][C:17]3[NH:8][CH2:9][CH2:10][CH2:11][C:12]=3[CH:13]=2)[CH:23]=1)([OH:26])[CH3:25], predict the reactants needed to synthesize it. The reactants are: C(OC([N:8]1[C:17]2[C:12](=[CH:13][C:14]([C:18]3[CH:19]=[N:20][CH:21]=[C:22]([C:24](=[O:26])[CH3:25])[CH:23]=3)=[CH:15][N:16]=2)[CH2:11][CH2:10][CH2:9]1)=O)(C)(C)C.[CH:27]([Mg]Cl)([CH3:29])[CH3:28]. (2) Given the product [CH3:5][CH:4]([CH3:7])[N:3]=[C:2]=[N:3][CH:4]([CH3:7])[CH3:5], predict the reactants needed to synthesize it. The reactants are: C1S[CH2:5][CH:4]([C:7](O)=O)[NH:3][CH:2]1C(O)=O. (3) Given the product [F:3][C:4]1[CH:5]=[C:6]([CH:13]=[CH:14][C:15]=1[N:16]([CH3:27])[C:17]1[N:22]=[CH:21][C:20]2[N:23]=[CH:24][N:25]([CH3:26])[C:19]=2[CH:18]=1)[CH2:7][N:8]([CH2:35][O:36][CH3:37])[S:9]([CH3:12])(=[O:10])=[O:11], predict the reactants needed to synthesize it. The reactants are: [H-].[Na+].[F:3][C:4]1[CH:5]=[C:6]([CH:13]=[CH:14][C:15]=1[N:16]([CH3:27])[C:17]1[N:22]=[CH:21][C:20]2[N:23]=[CH:24][N:25]([CH3:26])[C:19]=2[CH:18]=1)[CH2:7][NH:8][S:9]([CH3:12])(=[O:11])=[O:10].BrCC1CC1.C1[CH2:37][O:36][CH2:35]C1. (4) Given the product [Br:1][C:2]1[C:15]2[N:14]3[CH:18]=[CH:19][N:16]=[C:13]3[C:12]3[CH:11]=[CH:10][CH:9]=[CH:8][C:7]=3[C:6]=2[CH:5]=[CH:4][CH:3]=1, predict the reactants needed to synthesize it. The reactants are: [Br:1][C:2]1[C:15]2[C:6](=[C:7]3[C:12](=[C:13]([NH2:16])[N:14]=2)[CH:11]=[CH:10][CH:9]=[CH:8]3)[CH:5]=[CH:4][CH:3]=1.Cl[CH2:18][CH:19]=O.C([O-])(O)=O.[Na+]. (5) Given the product [CH2:14]([O:16][C:17]([C:19]1[N:23]2[CH2:24][CH2:25][N:26]([C:11]([C:9]3[CH:10]=[C:5]4[N:4]=[CH:3][C:2]([Br:1])=[CH:7][N:6]4[N:8]=3)=[O:13])[CH2:27][C:22]2=[N:21][N:20]=1)=[O:18])[CH3:15], predict the reactants needed to synthesize it. The reactants are: [Br:1][C:2]1[CH:3]=[N:4][C:5]2[N:6]([N:8]=[C:9]([C:11]([OH:13])=O)[CH:10]=2)[CH:7]=1.[CH2:14]([O:16][C:17]([C:19]1[N:23]2[CH2:24][CH2:25][NH:26][CH2:27][C:22]2=[N:21][N:20]=1)=[O:18])[CH3:15]. (6) Given the product [ClH:2].[C:33]([CH:18]1[CH2:17][N:16]([S:13]([C:8]2[CH:7]=[CH:6][C:5]3[C:10](=[CH:11][CH:12]=[C:3]([Cl:2])[CH:4]=3)[CH:9]=2)(=[O:15])=[O:14])[CH2:21][CH2:20][N:19]1[C:22]([C:24]1[S:32][C:31]2[CH2:30][CH2:29][NH:28][CH2:27][C:26]=2[CH:25]=1)=[O:23])([OH:35])=[O:34], predict the reactants needed to synthesize it. The reactants are: Cl.[Cl:2][C:3]1[CH:4]=[C:5]2[C:10](=[CH:11][CH:12]=1)[CH:9]=[C:8]([S:13]([N:16]1[CH2:21][CH2:20][N:19]([C:22]([C:24]3[S:32][C:31]4[CH2:30][CH2:29][NH:28][CH2:27][C:26]=4[CH:25]=3)=[O:23])[CH:18]([C:33]([O:35]CC)=[O:34])[CH2:17]1)(=[O:15])=[O:14])[CH:7]=[CH:6]2.C(O)C.[OH-].[Na+].Cl. (7) Given the product [F:1][C:2]1[CH:20]=[CH:19][C:5]([CH2:6][C:7]2[CH:8]=[N:9][C:10]3[N:11]([N:13]=[CH:14][C:15]=3[C:16]([O:25][CH2:26][CH2:27][NH:28][C:29](=[O:31])[CH3:30])=[O:17])[CH:12]=2)=[CH:4][C:3]=1[C:21]([F:24])([F:23])[F:22], predict the reactants needed to synthesize it. The reactants are: [F:1][C:2]1[CH:20]=[CH:19][C:5]([CH2:6][C:7]2[CH:8]=[N:9][C:10]3[N:11]([N:13]=[CH:14][C:15]=3[C:16](Cl)=[O:17])[CH:12]=2)=[CH:4][C:3]=1[C:21]([F:24])([F:23])[F:22].[OH:25][CH2:26][CH2:27][NH:28][C:29](=[O:31])[CH3:30]. (8) Given the product [F:1][C:2]1[CH:3]=[C:4]([CH:7]=[CH:8][C:9]=1[O:10][C@H:11]([CH2:13][CH3:14])[CH3:12])[C:5]([OH:17])=[O:6], predict the reactants needed to synthesize it. The reactants are: [F:1][C:2]1[CH:3]=[C:4]([CH:7]=[CH:8][C:9]=1[O:10][C@H:11]([CH2:13][CH3:14])[CH3:12])[CH:5]=[O:6].O.S(=O)(=O)(O)[OH:17]. (9) The reactants are: C([N:8]([CH2:13][CH:14]1[CH2:16][CH:15]1[CH3:17])[CH2:9][CH:10]([F:12])[F:11])C1C=CC=CC=1.Cl. Given the product [F:11][CH:10]([F:12])[CH2:9][NH:8][CH2:13][CH:14]1[CH2:16][CH:15]1[CH3:17], predict the reactants needed to synthesize it. (10) Given the product [CH3:13][N:17]1[C:16]([CH:19]=[O:20])=[CH:15][N:9]=[C:7]1[C:1]1[CH:6]=[CH:5][CH:4]=[CH:3][CH:2]=1, predict the reactants needed to synthesize it. The reactants are: [C:1]1([C:7]([NH2:9])=O)[CH:6]=[CH:5][CH:4]=[CH:3][CH:2]=1.C1([C:13]2[N:17](C)[C:16]([CH:19]=[O:20])=[CH:15]N=2)CC1.